This data is from Forward reaction prediction with 1.9M reactions from USPTO patents (1976-2016). The task is: Predict the product of the given reaction. (1) Given the reactants [F:1][C:2]1[CH:10]=[C:9]2[C:5]([C:6]([C:20]3[CH:28]=[C:27]4[C:23](C=N[NH:26]4)=[CH:22][CH:21]=3)=[CH:7][N:8]2[S:11]([C:14]2[CH:19]=[CH:18][CH:17]=[CH:16][CH:15]=2)(=[O:13])=[O:12])=[CH:4][CH:3]=1.CC1(C)C(C)(C)OB(C2C=C[C:40]3[N:41](C(OC(C)(C)C)=O)C=NC=3C=2)O1.CC1(C)C(C)(C)OB(C2C=CC3N=CN(C(OC(C)(C)C)=O)C=3C=2)O1.FC1C=C2C(C(I)=CN2S(C2C=CC=CC=2)(=O)=O)=CC=1, predict the reaction product. The product is: [F:1][C:2]1[CH:10]=[C:9]2[C:5]([C:6]([C:20]3[CH:21]=[CH:22][C:23]4[NH:41][CH:40]=[N:26][C:27]=4[CH:28]=3)=[CH:7][N:8]2[S:11]([C:14]2[CH:15]=[CH:16][CH:17]=[CH:18][CH:19]=2)(=[O:12])=[O:13])=[CH:4][CH:3]=1. (2) The product is: [CH2:2]([N:6]1[C:10]([CH3:11])=[C:9]([CH3:12])[S:8]/[C:7]/1=[CH:13]\[C:20]([C:19]1[CH:23]=[C:15]([F:14])[CH:16]=[CH:17][C:18]=1[CH3:24])=[O:21])[CH2:3][CH2:4][CH3:5]. Given the reactants [I-].[CH2:2]([N+:6]1[C:10]([CH3:11])=[C:9]([CH3:12])[S:8][C:7]=1[CH3:13])[CH2:3][CH2:4][CH3:5].[F:14][C:15]1[CH:16]=[CH:17][C:18]([CH3:24])=[C:19]([CH:23]=1)[C:20](Cl)=[O:21], predict the reaction product. (3) Given the reactants [C:1]([O:5][C:6](=[O:22])[C@H:7]([CH2:16][CH2:17][C:18]([O:20][CH3:21])=[O:19])[NH:8][C:9]([O:11][C:12]([CH3:15])([CH3:14])[CH3:13])=[O:10])([CH3:4])([CH3:3])[CH3:2], predict the reaction product. The product is: [C:1]([O:5][C:6](=[O:22])[C@H:7]([CH2:16][CH2:17][C:18]([O:20][CH3:21])=[O:19])[N:8]([C:6]([O:5][C:1]([CH3:4])([CH3:3])[CH3:2])=[O:22])[C:9]([O:11][C:12]([CH3:13])([CH3:14])[CH3:15])=[O:10])([CH3:2])([CH3:3])[CH3:4].